This data is from Forward reaction prediction with 1.9M reactions from USPTO patents (1976-2016). The task is: Predict the product of the given reaction. Given the reactants [CH3:1][O:2][C:3]1[CH:10]=[CH:9][C:6]([CH2:7][OH:8])=[CH:5][CH:4]=1.[C:11]([N:14]1[C:23]2[C:18](=[CH:19][C:20]([C:24](O)=[O:25])=[CH:21][CH:22]=2)[C:17]([C:28]2[CH:33]=[CH:32][CH:31]=[CH:30][CH:29]=2)([CH3:27])[CH2:16][C:15]1([CH3:35])[CH3:34])(=[O:13])[CH3:12].CN(C(ON1N=NC2C=CC=NC1=2)=[N+](C)C)C.F[P-](F)(F)(F)(F)F.C(N(CC)C(C)C)(C)C, predict the reaction product. The product is: [C:11]([N:14]1[C:23]2[C:18](=[CH:19][C:20]([C:24]([O:8][CH2:7][C:6]3[CH:9]=[CH:10][C:3]([O:2][CH3:1])=[CH:4][CH:5]=3)=[O:25])=[CH:21][CH:22]=2)[C:17]([C:28]2[CH:33]=[CH:32][CH:31]=[CH:30][CH:29]=2)([CH3:27])[CH2:16][C:15]1([CH3:35])[CH3:34])(=[O:13])[CH3:12].